From a dataset of Forward reaction prediction with 1.9M reactions from USPTO patents (1976-2016). Predict the product of the given reaction. (1) Given the reactants [C:1]([N:4]1[C:13]2[C:8](=[CH:9][C:10](B3OC(C)(C)C(C)(C)O3)=[CH:11][CH:12]=2)[C@H:7]([NH:23][C:24]2[CH:31]=[CH:30][C:27]([C:28]#[N:29])=[CH:26][N:25]=2)[CH2:6][C@@H:5]1[CH3:32])(=[O:3])[CH3:2].Br[C:34]1[CH:39]=[CH:38][C:37]([CH2:40][C:41]([O:43][CH2:44][CH3:45])=[O:42])=[CH:36][CH:35]=1.C(=O)([O-])[O-].[K+].[K+], predict the reaction product. The product is: [C:1]([N:4]1[C:13]2[C:8](=[CH:9][C:10]([C:34]3[CH:39]=[CH:38][C:37]([CH2:40][C:41]([O:43][CH2:44][CH3:45])=[O:42])=[CH:36][CH:35]=3)=[CH:11][CH:12]=2)[C@H:7]([NH:23][C:24]2[CH:31]=[CH:30][C:27]([C:28]#[N:29])=[CH:26][N:25]=2)[CH2:6][C@@H:5]1[CH3:32])(=[O:3])[CH3:2]. (2) Given the reactants [N+:1]([C:4]1[CH:9]=[CH:8][C:7]([N:10]2[CH:14]=[CH:13][N:12]=[CH:11]2)=[CH:6][CH:5]=1)([O-:3])=[O:2].[Br:15][CH2:16][CH2:17][C:18]([OH:20])=[O:19], predict the reaction product. The product is: [Br-:15].[C:18]([CH2:17][CH2:16][N:12]1[CH:13]=[CH:14][N+:10]([C:7]2[CH:6]=[CH:5][C:4]([N+:1]([O-:3])=[O:2])=[CH:9][CH:8]=2)=[CH:11]1)([OH:20])=[O:19]. (3) Given the reactants Br[CH2:2][CH2:3][CH3:4].[CH3:5][O:6][C:7]1[CH:8]=[C:9]2[C:13](=[CH:14][CH:15]=1)[NH:12][C:11]([C:16]1[CH:21]=[CH:20][CH:19]=[CH:18][CH:17]=1)=[CH:10]2.C(=O)([O-])[O-].[Cs+].[Cs+], predict the reaction product. The product is: [CH3:5][O:6][C:7]1[CH:8]=[C:9]2[C:13](=[CH:14][CH:15]=1)[N:12]([CH2:2][CH2:3][CH3:4])[C:11]([C:16]1[CH:17]=[CH:18][CH:19]=[CH:20][CH:21]=1)=[CH:10]2. (4) Given the reactants C[O:2][C:3](=O)[C:4]1[CH:9]=[C:8]([Cl:10])[C:7]([O:11][C:12]2[CH:17]=[CH:16][N:15]=[CH:14][C:13]=2[C:18]([N:20]2[C:29]3[C:24](=[CH:25][CH:26]=[CH:27][CH:28]=3)[N:23]([CH:30]3[CH2:32][CH2:31]3)[CH2:22][CH2:21]2)=[O:19])=[CH:6][C:5]=1[Cl:33].[H-].[Al+3].[Li+].[H-].[H-].[H-].C(=O)(O)[O-].[Na+], predict the reaction product. The product is: [CH:30]1([N:23]2[C:24]3[C:29](=[CH:28][CH:27]=[CH:26][CH:25]=3)[N:20]([C:18]([C:13]3[CH:14]=[N:15][CH:16]=[CH:17][C:12]=3[O:11][C:7]3[CH:6]=[C:5]([Cl:33])[C:4]([CH2:3][OH:2])=[CH:9][C:8]=3[Cl:10])=[O:19])[CH2:21][CH2:22]2)[CH2:31][CH2:32]1. (5) Given the reactants [NH2:1][CH2:2][C:3]1[C:8]([CH3:9])=[N:7][C:6]2[N:10]([CH2:13][CH3:14])[N:11]=[CH:12][C:5]=2[C:4]=1[NH:15][CH:16]1[CH2:21][CH2:20][O:19][CH2:18][CH2:17]1.Br[CH2:23][C:24]1[CH:33]=[CH:32][C:31]([C:34]([F:37])([F:36])[F:35])=[CH:30][C:25]=1[C:26](OC)=[O:27], predict the reaction product. The product is: [CH2:13]([N:10]1[C:6]2=[N:7][C:8]([CH3:9])=[C:3]([CH2:2][N:1]3[CH2:23][C:24]4[C:25](=[CH:30][C:31]([C:34]([F:37])([F:35])[F:36])=[CH:32][CH:33]=4)[C:26]3=[O:27])[C:4]([NH:15][CH:16]3[CH2:17][CH2:18][O:19][CH2:20][CH2:21]3)=[C:5]2[CH:12]=[N:11]1)[CH3:14]. (6) Given the reactants [C:1]([N:4]1[CH2:9][CH2:8][CH:7]([C:10]([OH:12])=O)[CH2:6][CH2:5]1)(=[O:3])[CH3:2].N1(C(N2C=CN=C2)=O)C=CN=C1.Cl.[CH3:26][O:27][NH:28][CH3:29].Cl, predict the reaction product. The product is: [C:1]([N:4]1[CH2:5][CH2:6][CH:7]([C:10]([N:28]([O:27][CH3:26])[CH3:29])=[O:12])[CH2:8][CH2:9]1)(=[O:3])[CH3:2]. (7) Given the reactants Cl[C:2]1[N:6]2[C:7]([CH3:19])=[C:8]([S:11]([N:14]([CH2:17][CH3:18])[CH2:15][CH3:16])(=[O:13])=[O:12])[CH:9]=[CH:10][C:5]2=[N:4][N:3]=1.[CH2:20]([NH2:27])[C:21]1[CH:26]=[CH:25][CH:24]=[CH:23][CH:22]=1, predict the reaction product. The product is: [CH2:20]([NH:27][C:2]1[N:6]2[C:7]([CH3:19])=[C:8]([S:11]([N:14]([CH2:17][CH3:18])[CH2:15][CH3:16])(=[O:13])=[O:12])[CH:9]=[CH:10][C:5]2=[N:4][N:3]=1)[C:21]1[CH:26]=[CH:25][CH:24]=[CH:23][CH:22]=1.